This data is from Forward reaction prediction with 1.9M reactions from USPTO patents (1976-2016). The task is: Predict the product of the given reaction. (1) The product is: [CH3:1][C:2]1[CH:7]=[C:6]([S:8][CH2:9][CH2:10][CH:11]([C:16]2[S:17][C:18]3[CH:25]=[C:24]([C:26]([F:29])([F:27])[F:28])[CH:23]=[CH:22][C:19]=3[C:20]=2[CH3:21])[CH2:12][CH2:13][O:14][CH3:15])[CH:5]=[CH:4][C:3]=1[O:30][CH2:31][C:32]([OH:34])=[O:33]. Given the reactants [CH3:1][C:2]1[CH:7]=[C:6]([S:8][CH2:9][CH2:10][CH:11]([C:16]2[S:17][C:18]3[CH:25]=[C:24]([C:26]([F:29])([F:28])[F:27])[CH:23]=[CH:22][C:19]=3[C:20]=2[CH3:21])[CH2:12][CH2:13][O:14][CH3:15])[CH:5]=[CH:4][C:3]=1[O:30][CH2:31][C:32]([O:34]CC)=[O:33].[OH-].[Na+], predict the reaction product. (2) Given the reactants [CH3:1][O:2][C:3](=[O:19])[C:4]1[CH:9]=[CH:8][C:7](/[CH:10]=[N:11]/[CH2:12][C:13]2[CH:18]=[CH:17][CH:16]=[CH:15][CH:14]=2)=[CH:6][CH:5]=1.[P:20]([O-:25])([O:23][CH3:24])[O:21][CH3:22], predict the reaction product. The product is: [CH3:1][O:2][C:3](=[O:19])[C:4]1[CH:9]=[CH:8][C:7]([CH:10]([NH:11][CH2:12][C:13]2[CH:18]=[CH:17][CH:16]=[CH:15][CH:14]=2)[P:20]([O:23][CH3:24])([O:21][CH3:22])=[O:25])=[CH:6][CH:5]=1. (3) Given the reactants [Br:1]N1C(=O)CCC1=O.[Br:9][C:10]1[CH:15]=[CH:14][C:13]([CH3:16])=[CH:12][N:11]=1.N(C(C)(C)C#N)=NC(C)(C)C#N, predict the reaction product. The product is: [Br:9][C:10]1[CH:15]=[CH:14][C:13]([CH2:16][Br:1])=[CH:12][N:11]=1. (4) Given the reactants [Si]([O:18][CH:19]1[CH2:22][C:21](=[CH:23][C:24]#[N:25])[CH2:20]1)(C(C)(C)C)(C1C=CC=CC=1)C1C=CC=CC=1.[NH:26]1[CH:30]=[C:29]([C:31]2[C:32]3[CH:39]=[CH:38][N:37](COCC[Si](C)(C)C)[C:33]=3[N:34]=[CH:35][N:36]=2)[CH:28]=[N:27]1.N12CCCN=C1CCCCC2, predict the reaction product. The product is: [OH:18][CH:19]1[CH2:20][C:21]([CH2:23][C:24]#[N:25])([N:26]2[CH:30]=[C:29]([C:31]3[N:36]=[CH:35][NH:34][C:33]4=[N:37][CH:38]=[CH:39][C:32]=34)[CH:28]=[N:27]2)[CH2:22]1. (5) Given the reactants CN(C)/[CH:3]=[CH:4]/[C:5]([C:7]1[C:8]([C:21]2[CH:26]=[CH:25][C:24]([O:27][CH3:28])=[CH:23][CH:22]=2)=[N:9][N:10]2[C:15]([N:16]3[CH2:20][CH2:19][CH2:18][CH2:17]3)=[CH:14][CH:13]=[CH:12][C:11]=12)=O.S(O)(O)(=O)=O.[NH2:35][C:36]([NH2:38])=[NH:37].C(=O)([O-])[O-].[K+].[K+].C(OCC)(=O)C, predict the reaction product. The product is: [CH3:28][O:27][C:24]1[CH:23]=[CH:22][C:21]([C:8]2[C:7]([C:5]3[CH:4]=[CH:3][N:35]=[C:36]([NH2:38])[N:37]=3)=[C:11]3[CH:12]=[CH:13][CH:14]=[C:15]([N:16]4[CH2:20][CH2:19][CH2:18][CH2:17]4)[N:10]3[N:9]=2)=[CH:26][CH:25]=1. (6) Given the reactants [NH2:1][C@H:2]([C:7]([OH:9])=[O:8])[CH2:3][C:4](=[O:6])[NH2:5].[CH:10](=O)[CH2:11][CH2:12][CH2:13][CH2:14][CH3:15].[C:17](Cl)(=[O:29])[CH2:18][CH2:19][CH2:20][CH2:21][CH2:22][CH2:23][CH2:24][CH2:25][CH2:26][CH2:27][CH3:28].C(O)CCCCC, predict the reaction product. The product is: [C:17]([N:1]1[CH:2]([C:7]([OH:9])=[O:8])[CH2:3][C:4](=[O:6])[NH:5][CH:10]1[CH2:11][CH2:12][CH2:13][CH2:14][CH3:15])(=[O:29])[CH2:18][CH2:19][CH2:20][CH2:21][CH2:22][CH2:23][CH2:24][CH2:25][CH2:26][CH2:27][CH3:28]. (7) Given the reactants [C:1]([O:5][C:6](=[O:17])[CH2:7]/[N:8]=[CH:9]/[CH2:10][CH:11]1[CH2:16][CH2:15][CH2:14][CH2:13][CH2:12]1)([CH3:4])([CH3:3])[CH3:2].[Cl:18][C:19]1[C:20]([F:36])=[C:21](/[CH:25]=[C:26](/[C:29]2[CH:34]=[CH:33]C(Cl)=[CH:31][CH:30]=2)\[C:27]#[N:28])[CH:22]=[CH:23][CH:24]=1.C(N(CC)CC)C.Cl[CH2:45][Cl:46], predict the reaction product. The product is: [C:1]([O:5][C:6]([CH:7]1[CH:25]([C:21]2[CH:22]=[CH:23][CH:24]=[C:19]([Cl:18])[C:20]=2[F:36])[C:26]([C:29]2[CH:30]=[CH:31][C:45]([Cl:46])=[CH:33][CH:34]=2)([C:27]#[N:28])[CH:9]([CH2:10][CH:11]2[CH2:12][CH2:13][CH2:14][CH2:15][CH2:16]2)[NH:8]1)=[O:17])([CH3:4])([CH3:2])[CH3:3]. (8) The product is: [F:15][C:12]([F:13])([F:14])[C:11]([N:3]([O:4][CH3:5])[CH3:2])=[O:16]. Given the reactants Cl.[CH3:2][NH:3][O:4][CH3:5].[F:13][C:12]([F:15])([F:14])[C:11](O[C:11](=[O:16])[C:12]([F:15])([F:14])[F:13])=[O:16].N1C=CC=CC=1, predict the reaction product. (9) Given the reactants [C:1]([CH:5]1[CH2:10][CH2:9][C:8](=O)[CH2:7][CH2:6]1)([CH3:4])([CH3:3])[CH3:2].[NH3:12].CO, predict the reaction product. The product is: [C:1]([CH:5]1[CH2:10][CH2:9][CH:8]([NH2:12])[CH2:7][CH2:6]1)([CH3:4])([CH3:3])[CH3:2].